From a dataset of Reaction yield outcomes from USPTO patents with 853,638 reactions. Predict the reaction yield, written as a fraction of the theoretical maximum amount of product (1.0 means a 100% yield; for example, 0.34 means a 34% yield). (1) The reactants are P(Cl)(Cl)([Cl:3])=O.O[C:7]1[N:14]=[CH:13][C:12]([I:15])=[CH:11][C:8]=1[C:9]#[N:10]. The catalyst is S(=O)(=O)(O)O.O. The product is [Cl:3][C:7]1[N:14]=[CH:13][C:12]([I:15])=[CH:11][C:8]=1[C:9]#[N:10]. The yield is 0.700. (2) The reactants are Cl[C:2]1[N:7]=[CH:6][C:5]([CH2:8][C:9]2[C:17]3[C:12](=[N:13][CH:14]=[CH:15][CH:16]=3)[N:11]([Si:18]([CH:25]([CH3:27])[CH3:26])([CH:22]([CH3:24])[CH3:23])[CH:19]([CH3:21])[CH3:20])[CH:10]=2)=[CH:4][CH:3]=1.[CH:28]([Mg]Cl)([CH3:30])[CH3:29].O. The catalyst is O1CCCC1.Cl[Pd]Cl.C1(P(C2C=CC=CC=2)[C-]2C=CC=C2)C=CC=CC=1.[C-]1(P(C2C=CC=CC=2)C2C=CC=CC=2)C=CC=C1.[Fe+2]. The product is [CH:28]([C:2]1[N:7]=[CH:6][C:5]([CH2:8][C:9]2[C:17]3[C:12](=[N:13][CH:14]=[CH:15][CH:16]=3)[N:11]([Si:18]([CH:25]([CH3:27])[CH3:26])([CH:22]([CH3:24])[CH3:23])[CH:19]([CH3:20])[CH3:21])[CH:10]=2)=[CH:4][CH:3]=1)([CH3:30])[CH3:29]. The yield is 0.704.